Dataset: Reaction yield outcomes from USPTO patents with 853,638 reactions. Task: Predict the reaction yield, written as a fraction of the theoretical maximum amount of product (1.0 means a 100% yield; for example, 0.34 means a 34% yield). (1) The reactants are [O:1]=[C:2]1[C:10](=[O:11])[C:9]2[N:8]([CH2:12][CH2:13][P:14](=[O:17])([OH:16])[OH:15])[CH2:7][CH2:6][CH2:5][NH:4][C:3]1=2.C(N(CC)[CH:22]([CH3:24])[CH3:23])(C)C.Cl[CH2:28][O:29][C:30](=[O:38])[CH:31]([CH2:35][CH2:36][CH3:37])[CH2:32][CH2:33][CH3:34]. The yield is 0.560. The product is [CH2:32]([CH:31]([CH2:24][CH2:22][CH3:23])[C:30]([O:29][CH2:28][O:17][P:14]([CH2:13][CH2:12][N:8]1[CH2:7][CH2:6][CH2:5][NH:4][C:3]2[C:2](=[O:1])[C:10](=[O:11])[C:9]1=2)(=[O:15])[O:16][CH2:28][O:29][C:30](=[O:38])[CH:31]([CH2:35][CH2:36][CH3:37])[CH2:32][CH2:33][CH3:34])=[O:38])[CH2:33][CH3:34]. The catalyst is CN(C=O)C. (2) The reactants are [OH:1][C:2]1[C:7]2[C:8](=[O:28])/[C:9](=[CH:11]/[C:12]3[C:20]4[C:15](=[CH:16][CH:17]=[CH:18][C:19]=4[C:21]4[CH:26]=[CH:25][CH:24]=[CH:23][CH:22]=4)[N:14]([CH3:27])[CH:13]=3)/[O:10][C:6]=2[CH:5]=[C:4]([OH:29])[CH:3]=1.[CH3:30][N:31]([CH3:35])[C:32](Cl)=[O:33]. The catalyst is N1C=CC=CC=1. The product is [CH3:30][N:31]([CH3:35])[C:32](=[O:33])[O:1][C:2]1[C:7]2[C:8](=[O:28])/[C:9](=[CH:11]/[C:12]3[C:20]4[C:15](=[CH:16][CH:17]=[CH:18][C:19]=4[C:21]4[CH:26]=[CH:25][CH:24]=[CH:23][CH:22]=4)[N:14]([CH3:27])[CH:13]=3)/[O:10][C:6]=2[CH:5]=[C:4]([O:29][C:32](=[O:33])[N:31]([CH3:35])[CH3:30])[CH:3]=1. The yield is 0.920.